Dataset: Catalyst prediction with 721,799 reactions and 888 catalyst types from USPTO. Task: Predict which catalyst facilitates the given reaction. (1) Reactant: C(NC(/[N:6]=[C:7]1/[N:8]([C:15]2[CH:20]=[CH:19][CH:18]=[CH:17][C:16]=2[CH2:21][CH3:22])[C:9](=[O:14])[N:10]([CH2:12][CH3:13])[S:11]/1)=O)C.[OH-].[Na+]. Product: [CH2:12]([N:10]1[C:9](=[O:14])[N:8]([C:15]2[CH:20]=[CH:19][CH:18]=[CH:17][C:16]=2[CH2:21][CH3:22])[C:7](=[NH:6])[S:11]1)[CH3:13]. The catalyst class is: 5. (2) Reactant: C[Al](C)C.[CH3:5][C:6]1[CH:7]=[CH:8][C:9]([NH2:12])=[N:10][CH:11]=1.[Si:13]([O:20][CH2:21][CH2:22][CH2:23][C@H:24]([O:29][C:30]1[N:35]=[CH:34][N:33]=[C:32]2[N:36]([C:39]3[C:44]([Cl:45])=[CH:43][CH:42]=[CH:41][N:40]=3)[N:37]=[CH:38][C:31]=12)[C:25](OC)=[O:26])([C:16]([CH3:19])([CH3:18])[CH3:17])([CH3:15])[CH3:14].C(O)(=O)CC(CC(O)=O)(C(O)=O)O. Product: [Si:13]([O:20][CH2:21][CH2:22][CH2:23][C@H:24]([O:29][C:30]1[C:31]2[CH:38]=[N:37][N:36]([C:39]3[C:44]([Cl:45])=[CH:43][CH:42]=[CH:41][N:40]=3)[C:32]=2[N:33]=[CH:34][N:35]=1)[C:25]([NH:12][C:9]1[CH:8]=[CH:7][C:6]([CH3:5])=[CH:11][N:10]=1)=[O:26])([C:16]([CH3:18])([CH3:19])[CH3:17])([CH3:15])[CH3:14]. The catalyst class is: 133. (3) Reactant: [C:1]1([NH:7][C:8]2[C:16]3[C:15]4[CH2:17][NH:18][CH2:19][CH2:20][C:14]=4[NH:13][C:12]=3[N:11]=[CH:10][CH:9]=2)[CH:6]=[CH:5][CH:4]=[CH:3][CH:2]=1.[Cl:21][C:22]1[CH:23]=[C:24]([CH:28]=[CH:29][CH:30]=1)[C:25](Cl)=[O:26].C(N(CC)CC)C. The catalyst class is: 26. Product: [Cl:21][C:22]1[CH:23]=[C:24]([C:25]([N:18]2[CH2:19][CH2:20][C:14]3[NH:13][C:12]4[N:11]=[CH:10][CH:9]=[C:8]([NH:7][C:1]5[CH:2]=[CH:3][CH:4]=[CH:5][CH:6]=5)[C:16]=4[C:15]=3[CH2:17]2)=[O:26])[CH:28]=[CH:29][CH:30]=1.